This data is from Full USPTO retrosynthesis dataset with 1.9M reactions from patents (1976-2016). The task is: Predict the reactants needed to synthesize the given product. Given the product [CH2:3]([O:5][C:6]([C:8]1[N:9]([CH2:23][C:24]#[N:25])[C:10]2[C:15]([CH:16]=1)=[CH:14][CH:13]=[C:12]([C:17]([O:19][CH2:20][CH3:21])=[O:18])[CH:11]=2)=[O:7])[CH3:4], predict the reactants needed to synthesize it. The reactants are: [H-].[Na+].[CH2:3]([O:5][C:6]([C:8]1[NH:9][C:10]2[C:15]([CH:16]=1)=[CH:14][CH:13]=[C:12]([C:17]([O:19][CH2:20][CH3:21])=[O:18])[CH:11]=2)=[O:7])[CH3:4].Br[CH2:23][C:24]#[N:25].